Dataset: Catalyst prediction with 721,799 reactions and 888 catalyst types from USPTO. Task: Predict which catalyst facilitates the given reaction. (1) Reactant: [NH2:1][C:2]1[N:7]=[C:6]([S:8]([NH:11][C:12]([C:14]2[C:15](Cl)=[N:16][C:17]([C:20]3[CH:25]=[C:24]([O:26][CH2:27][CH:28]([CH3:30])[CH3:29])[CH:23]=[C:22]([F:31])[CH:21]=3)=[CH:18][CH:19]=2)=[O:13])(=[O:10])=[O:9])[CH:5]=[CH:4][CH:3]=1.[F-:33].[Cs+]. Product: [NH2:1][C:2]1[N:7]=[C:6]([S:8]([NH:11][C:12]([C:14]2[C:15]([F:33])=[N:16][C:17]([C:20]3[CH:25]=[C:24]([O:26][CH2:27][CH:28]([CH3:30])[CH3:29])[CH:23]=[C:22]([F:31])[CH:21]=3)=[CH:18][CH:19]=2)=[O:13])(=[O:10])=[O:9])[CH:5]=[CH:4][CH:3]=1. The catalyst class is: 197. (2) Reactant: Cl.[CH3:2][O:3][C:4]1[CH:9]=[CH:8][CH:7]=[CH:6][C:5]=1[NH:10]N.[CH3:12][N:13]1[CH2:18][CH2:17][C:16](=O)[CH2:15][CH2:14]1.Cl. Product: [CH3:2][O:3][C:4]1[C:5]2[NH:10][C:16]3[CH2:17][CH2:18][N:13]([CH3:12])[CH2:14][C:15]=3[C:6]=2[CH:7]=[CH:8][CH:9]=1. The catalyst class is: 8. (3) Reactant: [CH:1]1([C:4]2[CH:9]=[CH:8][N:7]=[CH:6][C:5]=2[N:10]2[CH2:14][CH2:13][NH:12][C:11]2=[O:15])[CH2:3][CH2:2]1.Br[C:17]1[CH:29]=[CH:28][C:20]2[S:21][CH:22]=[C:23]([C:24]([F:27])([F:26])[F:25])[C:19]=2[CH:18]=1.CN[C@@H]1CCCC[C@H]1NC.P([O-])([O-])([O-])=O.[K+].[K+].[K+]. Product: [CH:1]1([C:4]2[CH:9]=[CH:8][N:7]=[CH:6][C:5]=2[N:10]2[CH2:14][CH2:13][N:12]([C:17]3[CH:29]=[CH:28][C:20]4[S:21][CH:22]=[C:23]([C:24]([F:26])([F:27])[F:25])[C:19]=4[CH:18]=3)[C:11]2=[O:15])[CH2:3][CH2:2]1. The catalyst class is: 246.